This data is from Reaction yield outcomes from USPTO patents with 853,638 reactions. The task is: Predict the reaction yield, written as a fraction of the theoretical maximum amount of product (1.0 means a 100% yield; for example, 0.34 means a 34% yield). (1) The reactants are [NH2:1][C:2]1[CH:3]=[C:4]([CH:7]=[CH:8][C:9]=1[Br:10])[C:5]#[N:6].[S:11](Cl)([CH3:14])(=[O:13])=[O:12].[H-].[Na+].[Cl-].[NH4+]. The catalyst is O.O1CCCC1.C(Cl)Cl. The product is [Br:10][C:9]1[CH:8]=[CH:7][C:4]([C:5]#[N:6])=[CH:3][C:2]=1[NH:1][S:11]([CH3:14])(=[O:13])=[O:12]. The yield is 0.900. (2) The reactants are [C:1]([C:3]1[N:8]=[C:7]([NH:9][CH3:10])[C:6]2[C:11]([C:30]([O:32]C)=O)=[N:12][N:13]([C:14]3[CH:19]=[CH:18][CH:17]=[C:16]([C:20]#[C:21][C@:22]4([OH:29])[CH2:26][CH2:25][N:24]([CH3:27])[C:23]4=[O:28])[CH:15]=3)[C:5]=2[CH:4]=1)#[N:2].[NH3:34]. No catalyst specified. The product is [C:1]([C:3]1[N:8]=[C:7]([NH:9][CH3:10])[C:6]2[C:11]([C:30]([NH2:34])=[O:32])=[N:12][N:13]([C:14]3[CH:19]=[CH:18][CH:17]=[C:16]([C:20]#[C:21][C@:22]4([OH:29])[CH2:26][CH2:25][N:24]([CH3:27])[C:23]4=[O:28])[CH:15]=3)[C:5]=2[CH:4]=1)#[N:2]. The yield is 0.120. (3) The reactants are [CH:1]1([NH:4][C:5]([NH:7][C:8]2[CH:13]=[CH:12][C:11]([O:14][C:15]3[CH:20]=[CH:19][N:18]=[C:17]4[CH:21]=[C:22]([C:24]5[CH:29]=[CH:28][C:27]([CH:30]=O)=[CH:26][N:25]=5)[S:23][C:16]=34)=[C:10]([F:32])[CH:9]=2)=[O:6])[CH2:3][CH2:2]1.C([NH:40][C@H:41]([C:47]([OH:49])=[O:48])[CH2:42][CH2:43][CH2:44][CH2:45][NH2:46])(OC(C)(C)C)=O.C(O)(=O)C.C(O[BH-](OC(=O)C)OC(=O)C)(=O)C.[Na+]. The catalyst is ClCCl.FC(F)(F)C(O)=O. The product is [NH2:40][C@@H:41]([CH2:42][CH2:43][CH2:44][CH2:45][NH:46][CH2:30][C:27]1[CH:26]=[N:25][C:24]([C:22]2[S:23][C:16]3[C:17](=[N:18][CH:19]=[CH:20][C:15]=3[O:14][C:11]3[CH:12]=[CH:13][C:8]([NH:7][C:5]([NH:4][CH:1]4[CH2:2][CH2:3]4)=[O:6])=[CH:9][C:10]=3[F:32])[CH:21]=2)=[CH:29][CH:28]=1)[C:47]([OH:49])=[O:48]. The yield is 0.690. (4) The reactants are O1CCCCC1[O:7][C:8](=O)[CH2:9][CH2:10][C@H:11]([C@@H:13]1[C@:30]2([CH3:31])[C@H:16]([C@H:17]3[C@H:27]([CH2:28][CH2:29]2)[C@:25]2([CH3:26])[C:20]([CH2:21][C@@H:22]([O:32][CH:33]4[CH2:38][CH2:37][CH2:36][CH2:35][O:34]4)[CH2:23][CH2:24]2)=[CH:19][CH2:18]3)[CH2:15][CH2:14]1)[CH3:12].[H-].[H-].[H-].[H-].[Li+].[Al+3].[O-]S([O-])(=O)=O.[Na+].[Na+]. The catalyst is O1CCCC1. The product is [O:34]1[CH2:35][CH2:36][CH2:37][CH2:38][CH:33]1[O:32][C@H:22]1[CH2:23][CH2:24][C@@:25]2([CH3:26])[C:20](=[CH:19][CH2:18][C@@H:17]3[C@@H:27]2[CH2:28][CH2:29][C@@:30]2([CH3:31])[C@H:16]3[CH2:15][CH2:14][C@@H:13]2[C@H:11]([CH3:12])[CH2:10][CH2:9][CH2:8][OH:7])[CH2:21]1. The yield is 0.920.